Task: Predict the product of the given reaction.. Dataset: Forward reaction prediction with 1.9M reactions from USPTO patents (1976-2016) Given the reactants C(OC([NH:8][C@H:9]1[CH2:14][C@@H:13]([C:15]([F:18])([F:17])[F:16])[CH2:12][N:11]([C:19]2[CH:24]=[CH:23][N:22]=[CH:21][C:20]=2[NH:25][C:26]([C:28]2[C:37]([NH:38]C(=O)OCC3C=CC=CC=3)=[CH:36][C:35]3[C:30](=[CH:31][C:32]([N:49]4[CH2:54][CH2:53][N:52]([CH3:55])[CH2:51][CH2:50]4)=[CH:33][CH:34]=3)[N:29]=2)=[O:27])[CH2:10]1)=O)(C)(C)C.Br, predict the reaction product. The product is: [NH2:38][C:37]1[C:28]([C:26]([NH:25][C:20]2[CH:21]=[N:22][CH:23]=[CH:24][C:19]=2[N:11]2[CH2:12][C@H:13]([C:15]([F:17])([F:18])[F:16])[CH2:14][C@H:9]([NH2:8])[CH2:10]2)=[O:27])=[N:29][C:30]2[C:35]([CH:36]=1)=[CH:34][CH:33]=[C:32]([N:49]1[CH2:54][CH2:53][N:52]([CH3:55])[CH2:51][CH2:50]1)[CH:31]=2.